Dataset: Full USPTO retrosynthesis dataset with 1.9M reactions from patents (1976-2016). Task: Predict the reactants needed to synthesize the given product. (1) Given the product [Br:1][C:2]1[CH:3]=[CH:4][C:5]([O:19][C:16]2[CH:17]=[CH:18][C:13]([O:12][CH3:11])=[CH:14][CH:15]=2)=[C:6]([CH:9]=1)[CH:7]=[O:8], predict the reactants needed to synthesize it. The reactants are: [Br:1][C:2]1[CH:3]=[CH:4][C:5](F)=[C:6]([CH:9]=1)[CH:7]=[O:8].[CH3:11][O:12][C:13]1[CH:18]=[CH:17][C:16]([OH:19])=[CH:15][CH:14]=1.C([O-])([O-])=O.[K+].[K+]. (2) Given the product [Br:1][C:2]1[CH:3]=[C:4]([F:12])[C:5]([C:6]([N:24]2[CH2:25][CH2:26][N:21]([C:15]3[C:14]([CH3:13])=[CH:19][C:18]([CH3:20])=[CH:17][N:16]=3)[CH2:22][CH2:23]2)=[O:8])=[C:9]([F:11])[CH:10]=1, predict the reactants needed to synthesize it. The reactants are: [Br:1][C:2]1[CH:10]=[C:9]([F:11])[C:5]([C:6]([OH:8])=O)=[C:4]([F:12])[CH:3]=1.[CH3:13][C:14]1[C:15]([N:21]2[CH2:26][CH2:25][NH:24][CH2:23][CH2:22]2)=[N:16][CH:17]=[C:18]([CH3:20])[CH:19]=1.ON1C2C=CC=CC=2N=N1.Cl.C(N=C=NCCCN(C)C)C. (3) Given the product [I:29][C:6]1[N:7]=[N:8][N:9]([CH2:11][C:12]2[CH:17]=[C:16]([Cl:18])[C:15]([Cl:19])=[C:14]([Cl:20])[CH:13]=2)[CH:10]=1, predict the reactants needed to synthesize it. The reactants are: C([Sn](CCCC)(CCCC)[C:6]1[N:7]=[N:8][N:9]([CH2:11][C:12]2[CH:17]=[C:16]([Cl:18])[C:15]([Cl:19])=[C:14]([Cl:20])[CH:13]=2)[CH:10]=1)CCC.[I:29]I. (4) Given the product [CH3:24][O:25][C:26]1[CH:27]=[C:28]([CH2:34][C:35]([NH:11][CH2:10][CH2:9][NH:8][C:7]2[CH:6]=[C:5]([CH3:13])[N:4]=[C:3]([O:14][C:15]3[C:20]([CH3:21])=[CH:19][C:18]([CH3:22])=[CH:17][C:16]=3[CH3:23])[C:2]=2[CH3:1])=[O:37])[CH:29]=[CH:30][C:31]=1[O:32][CH3:33], predict the reactants needed to synthesize it. The reactants are: [CH3:1][C:2]1[C:3]([O:14][C:15]2[C:20]([CH3:21])=[CH:19][C:18]([CH3:22])=[CH:17][C:16]=2[CH3:23])=[N:4][C:5]([CH3:13])=[CH:6][C:7]=1[NH:8][CH2:9][CH2:10][NH:11]C.[CH3:24][O:25][C:26]1[CH:27]=[C:28]([CH2:34][C:35]([OH:37])=O)[CH:29]=[CH:30][C:31]=1[O:32][CH3:33].C(Cl)CCl.C1C=CC2N(O)N=NC=2C=1. (5) Given the product [N:25]1([CH:22]2[CH2:23][CH2:24][NH:19][CH2:20][CH2:21]2)[CH2:30][CH2:29][CH2:28][CH2:27][C:26]1=[S:31], predict the reactants needed to synthesize it. The reactants are: C1(OC)C=CC=CC=1.C(OC([N:19]1[CH2:24][CH2:23][CH:22]([N:25]2[CH2:30][CH2:29][CH2:28][CH2:27][C:26]2=[S:31])[CH2:21][CH2:20]1)=O)C1C=CC=CC=1.C(=O)([O-])[O-].[K+].[K+].S([O-])([O-])(=O)=O.[Na+].[Na+]. (6) Given the product [O:11]=[C:8]1[N:7]([C:12]2[CH:13]=[CH:14][CH:15]=[CH:16][CH:17]=2)[CH:6]=[C:5]([C:3]([OH:4])=[O:2])[CH:10]=[CH:9]1, predict the reactants needed to synthesize it. The reactants are: C[O:2][C:3]([C:5]1[CH:10]=[CH:9][C:8](=[O:11])[N:7]([C:12]2[CH:17]=[CH:16][CH:15]=[CH:14][CH:13]=2)[CH:6]=1)=[O:4].O.[OH-].[Li+]. (7) Given the product [NH2:24][CH:2]1[CH2:7][CH2:6][N:5]([C@H:8]2[CH2:12][CH2:11][N:10]([C:13]([O:15][C:16]([CH3:19])([CH3:18])[CH3:17])=[O:14])[CH2:9]2)[CH2:4][CH2:3]1, predict the reactants needed to synthesize it. The reactants are: O=[C:2]1[CH2:7][CH2:6][N:5]([C@H:8]2[CH2:12][CH2:11][N:10]([C:13]([O:15][C:16]([CH3:19])([CH3:18])[CH3:17])=[O:14])[CH2:9]2)[CH2:4][CH2:3]1.C([O-])(=O)C.[NH4+:24].[BH4-].[Na+]. (8) Given the product [C:11]([C:15]1[CH:16]=[CH:17][C:18]([NH:19][C:4](=[O:5])[C:3]2[CH:7]=[CH:8][CH:9]=[N:10][C:2]=2[F:1])=[CH:20][CH:21]=1)([CH3:14])([CH3:12])[CH3:13], predict the reactants needed to synthesize it. The reactants are: [F:1][C:2]1[N:10]=[CH:9][CH:8]=[CH:7][C:3]=1[C:4](Cl)=[O:5].[C:11]([C:15]1[CH:21]=[CH:20][C:18]([NH2:19])=[CH:17][CH:16]=1)([CH3:14])([CH3:13])[CH3:12].C([O-])(O)=O.[Na+].